From a dataset of Catalyst prediction with 721,799 reactions and 888 catalyst types from USPTO. Predict which catalyst facilitates the given reaction. (1) Product: [F:10][C:9]([F:12])([F:11])[O:8][C:3]1[CH:4]=[CH:5][CH:6]=[CH:7][C:2]=1[C:14]1[CH:19]=[CH:18][N:17]=[CH:16][CH:15]=1. Reactant: Br[C:2]1[CH:7]=[CH:6][CH:5]=[CH:4][C:3]=1[O:8][C:9]([F:12])([F:11])[F:10].B(O)(O)[C:14]1[CH:19]=[CH:18][N:17]=[CH:16][CH:15]=1.C([O-])([O-])=O.[Na+].[Na+].C(Cl)Cl.CO. The catalyst class is: 104. (2) Product: [Cl:1][C:2]1[CH:3]=[CH:4][C:5]([C:8]23[N:22]([C:23]([C:25]4[C:26]([CH3:30])=[N:27][O:28][CH:29]=4)=[O:24])[CH2:21][CH2:20][N:9]2[C:10](=[O:19])[C:11]2[N:12]([C:14]([CH2:17][N:31]4[CH2:36][CH2:35][O:34][CH2:33][CH2:32]4)=[CH:15][CH:16]=2)[CH2:13]3)=[CH:6][CH:7]=1. The catalyst class is: 26. Reactant: [Cl:1][C:2]1[CH:7]=[CH:6][C:5]([C:8]23[N:22]([C:23]([C:25]4[C:26]([CH3:30])=[N:27][O:28][CH:29]=4)=[O:24])[CH2:21][CH2:20][N:9]2[C:10](=[O:19])[C:11]2[N:12]([C:14]([CH:17]=O)=[CH:15][CH:16]=2)[CH2:13]3)=[CH:4][CH:3]=1.[NH:31]1[CH2:36][CH2:35][O:34][CH2:33][CH2:32]1.C(O[BH-](OC(=O)C)OC(=O)C)(=O)C.[Na+].